This data is from Full USPTO retrosynthesis dataset with 1.9M reactions from patents (1976-2016). The task is: Predict the reactants needed to synthesize the given product. (1) Given the product [C:32]([O:31][C:29]([N:24]([CH2:25][CH:26]([CH3:27])[CH3:28])[CH2:23][CH2:22][CH2:21][O:1][C:2]1[CH:11]=[C:6]([C:7]([O:9][CH3:10])=[O:8])[CH:5]=[C:4]([CH:3]=1)[C:12]([O:14][CH3:15])=[O:13])=[O:30])([CH3:34])([CH3:35])[CH3:33], predict the reactants needed to synthesize it. The reactants are: [OH:1][C:2]1[CH:3]=[C:4]([C:12]([O:14][CH3:15])=[O:13])[CH:5]=[C:6]([CH:11]=1)[C:7]([O:9][CH3:10])=[O:8].CS(O[CH2:21][CH2:22][CH2:23][N:24]([C:29]([O:31][C:32]([CH3:35])([CH3:34])[CH3:33])=[O:30])[CH2:25][CH:26]([CH3:28])[CH3:27])(=O)=O. (2) Given the product [C:23]([C:27]1[CH:28]=[C:29]([NH:33][C:34]([NH:19][C:18]2[CH:20]=[CH:21][CH:22]=[C:16]([S:15][C:6]3[C:5]4[C:10](=[CH:11][C:12]([O:13][CH3:14])=[C:3]([O:2][CH3:1])[CH:4]=4)[N:9]=[CH:8][N:7]=3)[CH:17]=2)=[O:35])[CH:30]=[CH:31][CH:32]=1)([CH3:26])([CH3:24])[CH3:25], predict the reactants needed to synthesize it. The reactants are: [CH3:1][O:2][C:3]1[CH:4]=[C:5]2[C:10](=[CH:11][C:12]=1[O:13][CH3:14])[N:9]=[CH:8][N:7]=[C:6]2[S:15][C:16]1[CH:17]=[C:18]([CH:20]=[CH:21][CH:22]=1)[NH2:19].[C:23]([C:27]1[CH:28]=[C:29]([NH:33][C:34](=O)[O:35]C2C=CC=CC=2)[CH:30]=[CH:31][CH:32]=1)([CH3:26])([CH3:25])[CH3:24]. (3) Given the product [CH2:34]([O:33][C:31](=[O:32])[C:30]1[CH:29]=[CH:28][C:27]([NH:26][C:20]([C:17]2[CH:18]=[C:19]3[C:14]([CH2:13][CH2:12][N:11]3[S:8]([C:6]3[CH:7]=[C:2]([Cl:1])[CH:3]=[CH:4][C:5]=3[O:24][CH3:25])(=[O:9])=[O:10])=[C:15]([CH3:23])[CH:16]=2)=[O:21])=[CH:37][CH:36]=1)[CH3:35], predict the reactants needed to synthesize it. The reactants are: [Cl:1][C:2]1[CH:3]=[CH:4][C:5]([O:24][CH3:25])=[C:6]([S:8]([N:11]2[C:19]3[C:14](=[C:15]([CH3:23])[CH:16]=[C:17]([C:20](O)=[O:21])[CH:18]=3)[CH2:13][CH2:12]2)(=[O:10])=[O:9])[CH:7]=1.[NH2:26][C:27]1[CH:37]=[CH:36][C:30]([C:31]([O:33][CH2:34][CH3:35])=[O:32])=[CH:29][CH:28]=1.CN1CCOCC1.F[P-](F)(F)(F)(F)F.N1(OC(N(C)C)=[N+](C)C)C2N=CC=CC=2N=N1. (4) Given the product [Cl:18][CH2:2][C:3]1([CH3:9])[NH:7][C:6](=[O:8])[CH2:5][CH2:4]1, predict the reactants needed to synthesize it. The reactants are: O[CH2:2][C:3]1([CH3:9])[NH:7][C:6](=[O:8])[CH2:5][CH2:4]1.N1C=CC=CC=1.S(Cl)([Cl:18])=O. (5) Given the product [F:24][C:21]1[N:20]=[CH:19][C:18]([C:2]2[CH:16]=[CH:15][C:5]([O:6][CH2:7][CH2:8][N:9]3[CH2:14][CH2:13][O:12][CH2:11][CH2:10]3)=[CH:4][CH:3]=2)=[CH:23][CH:22]=1, predict the reactants needed to synthesize it. The reactants are: Br[C:2]1[CH:16]=[CH:15][C:5]([O:6][CH2:7][CH2:8][N:9]2[CH2:14][CH2:13][O:12][CH2:11][CH2:10]2)=[CH:4][CH:3]=1.B(O)(O)[C:18]1[CH:23]=[CH:22][C:21]([F:24])=[N:20][CH:19]=1.